Dataset: Forward reaction prediction with 1.9M reactions from USPTO patents (1976-2016). Task: Predict the product of the given reaction. (1) Given the reactants Br[C:2]1[N:3]=[C:4]2[CH:10]=[C:9]([CH3:11])[N:8]([CH2:12][O:13][CH2:14][CH2:15][Si:16]([CH3:19])([CH3:18])[CH3:17])[C:5]2=[N:6][CH:7]=1.[C:20](=[NH:33])([C:27]1[CH:32]=[CH:31][CH:30]=[CH:29][CH:28]=1)[C:21]1[CH:26]=[CH:25][CH:24]=[CH:23][CH:22]=1.C([O-])([O-])=O.[Cs+].[Cs+].C1C=CC(P(C2C(C3C(P(C4C=CC=CC=4)C4C=CC=CC=4)=CC=C4C=3C=CC=C4)=C3C(C=CC=C3)=CC=2)C2C=CC=CC=2)=CC=1, predict the reaction product. The product is: [C:20](=[N:33][C:2]1[N:3]=[C:4]2[CH:10]=[C:9]([CH3:11])[N:8]([CH2:12][O:13][CH2:14][CH2:15][Si:16]([CH3:19])([CH3:18])[CH3:17])[C:5]2=[N:6][CH:7]=1)([C:27]1[CH:28]=[CH:29][CH:30]=[CH:31][CH:32]=1)[C:21]1[CH:26]=[CH:25][CH:24]=[CH:23][CH:22]=1. (2) The product is: [Cl:1][C:2]1[CH:7]=[CH:6][CH:5]=[C:4]([Cl:8])[C:3]=1[CH2:9][C:10](=[N:13][OH:14])[NH2:11]. Given the reactants [Cl:1][C:2]1[CH:7]=[CH:6][CH:5]=[C:4]([Cl:8])[C:3]=1[CH2:9][C:10]#[N:11].Cl.[NH2:13][OH:14].C(=O)([O-])[O-].[Na+].[Na+].P([O-])(O)(O)=O.[Na+], predict the reaction product.